This data is from NCI-60 drug combinations with 297,098 pairs across 59 cell lines. The task is: Regression. Given two drug SMILES strings and cell line genomic features, predict the synergy score measuring deviation from expected non-interaction effect. Drug 1: CNC(=O)C1=NC=CC(=C1)OC2=CC=C(C=C2)NC(=O)NC3=CC(=C(C=C3)Cl)C(F)(F)F. Drug 2: CC1C(C(CC(O1)OC2CC(CC3=C2C(=C4C(=C3O)C(=O)C5=CC=CC=C5C4=O)O)(C(=O)C)O)N)O. Cell line: TK-10. Synergy scores: CSS=59.1, Synergy_ZIP=-0.628, Synergy_Bliss=-3.63, Synergy_Loewe=-8.95, Synergy_HSA=-2.33.